This data is from Forward reaction prediction with 1.9M reactions from USPTO patents (1976-2016). The task is: Predict the product of the given reaction. (1) Given the reactants [Si]([O:18][C:19]1[CH:56]=[CH:55][C:22]([O:23][CH2:24][C@@H:25]([OH:54])[CH2:26][NH:27][CH2:28][CH2:29][C:30]2[CH:53]=[CH:52][C:33]([NH:34][CH:35]3[CH2:40][CH2:39][N:38]([C:41]([C:43]4[C:51]5[C:46](=[CH:47][CH:48]=[CH:49][CH:50]=5)[NH:45][N:44]=4)=[O:42])[CH2:37][CH2:36]3)=[CH:32][CH:31]=2)=[CH:21][CH:20]=1)(C(C)(C)C)(C1C=CC=CC=1)C1C=CC=CC=1, predict the reaction product. The product is: [OH:54][C@H:25]([CH2:24][O:23][C:22]1[CH:21]=[CH:20][C:19]([OH:18])=[CH:56][CH:55]=1)[CH2:26][NH:27][CH2:28][CH2:29][C:30]1[CH:53]=[CH:52][C:33]([NH:34][CH:35]2[CH2:40][CH2:39][N:38]([C:41]([C:43]3[C:51]4[C:46](=[CH:47][CH:48]=[CH:49][CH:50]=4)[NH:45][N:44]=3)=[O:42])[CH2:37][CH2:36]2)=[CH:32][CH:31]=1. (2) Given the reactants [C:1]([O:5][C:6]([N:8]1[CH2:13][CH2:12][C:11]([C:15]2[C:20]([CH3:21])=[CH:19][CH:18]=[CH:17][C:16]=2[F:22])(O)[CH2:10][CH2:9]1)=[O:7])([CH3:4])([CH3:3])[CH3:2], predict the reaction product. The product is: [C:1]([O:5][C:6]([N:8]1[CH2:9][CH:10]=[C:11]([C:15]2[C:20]([CH3:21])=[CH:19][CH:18]=[CH:17][C:16]=2[F:22])[CH2:12][CH2:13]1)=[O:7])([CH3:4])([CH3:3])[CH3:2].